From a dataset of NCI-60 drug combinations with 297,098 pairs across 59 cell lines. Regression. Given two drug SMILES strings and cell line genomic features, predict the synergy score measuring deviation from expected non-interaction effect. (1) Drug 1: COC1=C2C(=CC3=C1OC=C3)C=CC(=O)O2. Drug 2: C1CCC(C(C1)N)N.C(=O)(C(=O)[O-])[O-].[Pt+4]. Cell line: OVCAR-8. Synergy scores: CSS=19.4, Synergy_ZIP=-4.46, Synergy_Bliss=-1.85, Synergy_Loewe=-0.925, Synergy_HSA=-0.917. (2) Drug 1: C1=NC2=C(N=C(N=C2N1C3C(C(C(O3)CO)O)O)F)N. Drug 2: CCC1(C2=C(COC1=O)C(=O)N3CC4=CC5=C(C=CC(=C5CN(C)C)O)N=C4C3=C2)O.Cl. Cell line: UO-31. Synergy scores: CSS=4.15, Synergy_ZIP=-5.98, Synergy_Bliss=0.0959, Synergy_Loewe=-16.0, Synergy_HSA=-3.08.